Dataset: Catalyst prediction with 721,799 reactions and 888 catalyst types from USPTO. Task: Predict which catalyst facilitates the given reaction. (1) Reactant: [Cl:1][C:2]1[C:3]([C:9](=[N:22][O:23][CH2:24][CH2:25][CH3:26])[CH2:10][N:11]2C(=O)C3=CC=CC=C3C2=O)=[N:4][CH:5]=[C:6]([Cl:8])[CH:7]=1.O.NN.O. Product: [CH2:24]([O:23][N:22]=[C:9]([C:3]1[C:2]([Cl:1])=[CH:7][C:6]([Cl:8])=[CH:5][N:4]=1)[CH2:10][NH2:11])[CH2:25][CH3:26]. The catalyst class is: 8. (2) Reactant: [Br:1][C:2]1[CH:3]=[C:4]([NH:10][C:11]2[CH:15]=[C:14]([CH3:16])[NH:13][N:12]=2)[C:5](=[O:9])[N:6]([CH3:8])[CH:7]=1.[H-].[Na+].I[CH3:20].O. Product: [Br:1][C:2]1[CH:3]=[C:4]([NH:10][C:11]2[CH:15]=[C:14]([CH3:16])[N:13]([CH3:20])[N:12]=2)[C:5](=[O:9])[N:6]([CH3:8])[CH:7]=1. The catalyst class is: 3.